Dataset: NCI-60 drug combinations with 297,098 pairs across 59 cell lines. Task: Regression. Given two drug SMILES strings and cell line genomic features, predict the synergy score measuring deviation from expected non-interaction effect. (1) Drug 1: C1C(C(OC1N2C=NC3=C2NC=NCC3O)CO)O. Drug 2: CC1C(C(CC(O1)OC2CC(CC3=C2C(=C4C(=C3O)C(=O)C5=CC=CC=C5C4=O)O)(C(=O)C)O)N)O. Cell line: DU-145. Synergy scores: CSS=39.2, Synergy_ZIP=1.28, Synergy_Bliss=-0.211, Synergy_Loewe=-43.0, Synergy_HSA=-1.74. (2) Drug 1: CN(C)N=NC1=C(NC=N1)C(=O)N. Drug 2: COC1=NC(=NC2=C1N=CN2C3C(C(C(O3)CO)O)O)N. Cell line: SW-620. Synergy scores: CSS=-7.53, Synergy_ZIP=1.61, Synergy_Bliss=-2.34, Synergy_Loewe=-8.22, Synergy_HSA=-7.11. (3) Drug 1: C1=CC(=CC=C1C#N)C(C2=CC=C(C=C2)C#N)N3C=NC=N3. Drug 2: C1CN1C2=NC(=NC(=N2)N3CC3)N4CC4. Cell line: NCIH23. Synergy scores: CSS=38.3, Synergy_ZIP=3.41, Synergy_Bliss=4.19, Synergy_Loewe=-1.87, Synergy_HSA=1.78. (4) Drug 1: CC1CCC2CC(C(=CC=CC=CC(CC(C(=O)C(C(C(=CC(C(=O)CC(OC(=O)C3CCCCN3C(=O)C(=O)C1(O2)O)C(C)CC4CCC(C(C4)OC)OCCO)C)C)O)OC)C)C)C)OC. Drug 2: CN(C(=O)NC(C=O)C(C(C(CO)O)O)O)N=O. Cell line: MOLT-4. Synergy scores: CSS=15.4, Synergy_ZIP=-7.11, Synergy_Bliss=-7.22, Synergy_Loewe=-27.8, Synergy_HSA=-5.83.